From a dataset of Forward reaction prediction with 1.9M reactions from USPTO patents (1976-2016). Predict the product of the given reaction. (1) Given the reactants [CH2:1]([N:4]1[C:13](=[O:14])[C:8]2([CH2:12][CH2:11][CH2:10][CH2:9]2)[NH:7][CH2:6][C@:5]1([C:16]1[CH:21]=[C:20]([F:22])[CH:19]=[C:18]([F:23])[CH:17]=1)[CH3:15])[CH:2]=[CH2:3].Br[C:25]1[CH:42]=[C:41]2[C:28]([CH2:29][C@@:30]3([CH2:40]2)[C:38]2[C:33](=[N:34][CH:35]=[CH:36][CH:37]=2)[NH:32][C:31]3=[O:39])=[CH:27][C:26]=1[C:43]#[N:44].C1(CNCC2CCCCC2)CCCCC1, predict the reaction product. The product is: [F:22][C:20]1[CH:21]=[C:16]([C@@:5]2([CH3:15])[N:4]([CH2:1]/[CH:2]=[CH:3]/[C:25]3[CH:42]=[C:41]4[C:28]([CH2:29][C@@:30]5([CH2:40]4)[C:38]4[C:33](=[N:34][CH:35]=[CH:36][CH:37]=4)[NH:32][C:31]5=[O:39])=[CH:27][C:26]=3[C:43]#[N:44])[C:13](=[O:14])[C:8]3([CH2:12][CH2:11][CH2:10][CH2:9]3)[NH:7][CH2:6]2)[CH:17]=[C:18]([F:23])[CH:19]=1. (2) The product is: [Cl:1][C:2]1[CH:7]=[CH:6][CH:5]=[C:4]([Cl:8])[C:3]=1[CH2:9][S:10]([C:13]1[CH:14]=[C:15]2[C:19](=[CH:20][CH:21]=1)[NH:18][C:17](=[O:22])/[C:16]/2=[CH:23]\[C:24]1[NH:28][C:27]([CH3:29])=[C:26]([C:30]([N:61]2[CH2:66][CH2:65][CH:64]([N:67]3[CH2:72][CH2:71][O:70][CH2:69][CH2:68]3)[CH2:63][CH2:62]2)=[O:31])[C:25]=1[CH3:33])(=[O:11])=[O:12]. Given the reactants [Cl:1][C:2]1[CH:7]=[CH:6][CH:5]=[C:4]([Cl:8])[C:3]=1[CH2:9][S:10]([C:13]1[CH:14]=[C:15]2[C:19](=[CH:20][CH:21]=1)[NH:18][C:17](=[O:22])/[C:16]/2=[CH:23]\[C:24]1[NH:28][C:27]([CH3:29])=[C:26]([C:30](O)=[O:31])[C:25]=1[CH3:33])(=[O:12])=[O:11].F[P-](F)(F)(F)(F)F.N1(O[P+](N(C)C)(N(C)C)N(C)C)C2C=CC=CC=2N=N1.[NH:61]1[CH2:66][CH2:65][CH:64]([N:67]2[CH2:72][CH2:71][O:70][CH2:69][CH2:68]2)[CH2:63][CH2:62]1.[Li+].[Cl-], predict the reaction product. (3) Given the reactants [CH:1]([N:4]1[CH:8]=[C:7]([C:9]2[N:14]=[C:13]([C:15]3[CH:16]=[N:17][NH:18][CH:19]=3)[N:12]3[CH:20]=[CH:21][N:22]=[C:11]3[CH:10]=2)[CH:6]=[N:5]1)([CH3:3])[CH3:2].[C:23]([CH:25]=[C:26]1[CH2:29][N:28]([C:30]([O:32][C:33]([CH3:36])([CH3:35])[CH3:34])=[O:31])[CH2:27]1)#[N:24], predict the reaction product. The product is: [C:23]([CH2:25][C:26]1([N:17]2[CH:16]=[C:15]([C:13]3[N:12]4[CH:20]=[CH:21][N:22]=[C:11]4[CH:10]=[C:9]([C:7]4[CH:6]=[N:5][N:4]([CH:1]([CH3:3])[CH3:2])[CH:8]=4)[N:14]=3)[CH:19]=[N:18]2)[CH2:29][N:28]([C:30]([O:32][C:33]([CH3:36])([CH3:35])[CH3:34])=[O:31])[CH2:27]1)#[N:24]. (4) The product is: [CH3:17][N:16]([CH3:18])[C:14]([C:11]1[N:10]=[CH:9][C:8]([O:19][C:20]2[C:25]3[CH:26]=[C:27]([CH3:29])[O:28][C:24]=3[CH:23]=[C:22]([C:30]([O:32][CH2:33][CH3:34])=[O:31])[CH:21]=2)=[CH:13][N:12]=1)=[O:15]. Given the reactants C([O-])([O-])=O.[Cs+].[Cs+].Br[C:8]1[CH:9]=[N:10][C:11]([C:14]([N:16]([CH3:18])[CH3:17])=[O:15])=[N:12][CH:13]=1.[OH:19][C:20]1[C:25]2[CH:26]=[C:27]([CH3:29])[O:28][C:24]=2[CH:23]=[C:22]([C:30]([O:32][CH2:33][CH3:34])=[O:31])[CH:21]=1.N1C2C(=CC=C3C=2N=CC=C3)C=CC=1.N#N, predict the reaction product. (5) Given the reactants [CH3:1][O:2][C:3]1[CH:18]=[CH:17][C:6]([CH:7](O)[C:8]2[CH:13]=[CH:12][C:11]([O:14][CH3:15])=[CH:10][CH:9]=2)=[CH:5][CH:4]=1.S(Cl)(Cl)=O.[C-:23]#[N:24].[K+].C1OCCOCCOCCOCCOCCOC1, predict the reaction product. The product is: [CH3:1][O:2][C:3]1[CH:18]=[CH:17][C:6]([CH:7]([C:8]2[CH:13]=[CH:12][C:11]([O:14][CH3:15])=[CH:10][CH:9]=2)[C:23]#[N:24])=[CH:5][CH:4]=1.